This data is from In vitro SARS-CoV-2 activity screen of 1,480 approved drugs from Prestwick library. The task is: Binary Classification. Given a drug SMILES string, predict its activity (active/inactive) in a high-throughput screening assay against a specified biological target. (1) The drug is N#Cc1cc(NC(=O)C(=O)O)c(Cl)c(NC(=O)C(=O)O)c1. The result is 0 (inactive). (2) The compound is Cl.Nc1ccc(N=Nc2ccccc2)c(N)n1. The result is 0 (inactive). (3) The drug is CCOC(=O)C1=C(C)NC(C)=C(C(=O)OC)C1c1cccc([N+](=O)[O-])c1. The result is 0 (inactive).